Dataset: Retrosynthesis with 50K atom-mapped reactions and 10 reaction types from USPTO. Task: Predict the reactants needed to synthesize the given product. (1) Given the product C=CCN1CC[C@H](O)C[C@@H]1c1ccc(C(C)(C)CCCCCC)cc1OCc1ccccc1, predict the reactants needed to synthesize it. The reactants are: C=CCBr.CCCCCCC(C)(C)c1ccc([C@H]2C[C@@H](O)CCN2)c(OCc2ccccc2)c1. (2) Given the product CCOC(=O)c1cn2c3c(c(-c4ccncc4)c(F)cc3c1=O)OC[C@@H]2C, predict the reactants needed to synthesize it. The reactants are: CCOC(=O)c1cn2c3c(c(Br)c(F)cc3c1=O)OC[C@@H]2C.C[Sn](C)(C)c1ccncc1. (3) Given the product O=S(Cc1ccccc1)c1ncc(Cl)cn1, predict the reactants needed to synthesize it. The reactants are: Clc1cnc(SCc2ccccc2)nc1.O=C(OO)c1cccc(Cl)c1. (4) Given the product COCCN(C)S(=O)(=O)c1ccccc1Nc1nc(Nc2cc3c(cc2OC)CCN(CC(=O)N(C)C)CC3)ncc1Cl, predict the reactants needed to synthesize it. The reactants are: COCCN(C)S(=O)(=O)c1ccccc1Nc1nc(Cl)ncc1Cl.COc1cc2c(cc1N)CCN(CC(=O)N(C)C)CC2. (5) Given the product CC1(C)CCC(C)(C)c2cc(-c3nccc(N4CCC(N)CC4)n3)ccc21, predict the reactants needed to synthesize it. The reactants are: CC(C)(C)OC(=O)NC1CCN(c2ccnc(-c3ccc4c(c3)C(C)(C)CCC4(C)C)n2)CC1. (6) Given the product CSc1cc2c(c(C(F)(F)F)c1)C(=O)N1CCN(C(=O)OC(C)(C)C)C[C@@H]21, predict the reactants needed to synthesize it. The reactants are: CC(C)(C)OC(=O)N1CCN2C(=O)c3c(cc(Br)cc3C(F)(F)F)[C@@H]2C1.C[S-].